Dataset: Reaction yield outcomes from USPTO patents with 853,638 reactions. Task: Predict the reaction yield, written as a fraction of the theoretical maximum amount of product (1.0 means a 100% yield; for example, 0.34 means a 34% yield). The reactants are [CH3:1][O:2][C:3]1[CH:4]=[C:5]2[C:10](=[CH:11][C:12]=1[O:13][CH3:14])[N:9]=[CH:8][CH:7]=[C:6]2[O:15][C:16]1[CH:22]=[CH:21][C:19]([NH2:20])=[C:18]([F:23])[CH:17]=1.C(N(CC)CC)C.ClC(Cl)(O[C:35](=[O:41])OC(Cl)(Cl)Cl)Cl.[F:43][C:44]1[CH:49]=[CH:48][C:47]([C@H:50]([NH2:52])[CH3:51])=[CH:46][CH:45]=1. The catalyst is C(Cl)(Cl)Cl. The product is [CH3:1][O:2][C:3]1[CH:4]=[C:5]2[C:10](=[CH:11][C:12]=1[O:13][CH3:14])[N:9]=[CH:8][CH:7]=[C:6]2[O:15][C:16]1[CH:22]=[CH:21][C:19]([NH:20][C:35]([NH:52][C@@H:50]([C:47]2[CH:48]=[CH:49][C:44]([F:43])=[CH:45][CH:46]=2)[CH3:51])=[O:41])=[C:18]([F:23])[CH:17]=1. The yield is 0.740.